This data is from Forward reaction prediction with 1.9M reactions from USPTO patents (1976-2016). The task is: Predict the product of the given reaction. (1) Given the reactants C(S)C.[Li].[C:5]([C:7]1[CH:8]=[C:9]([C:18]2[S:19][C:20]3[C:26]([O:27]C)=[CH:25][CH:24]=[CH:23][C:21]=3[N:22]=2)[CH:10]=[CH:11][C:12]=1[O:13][CH2:14][CH:15]([CH3:17])[CH3:16])#[N:6].Cl, predict the reaction product. The product is: [C:5]([C:7]1[CH:8]=[C:9]([C:18]2[S:19][C:20]3[C:26]([OH:27])=[CH:25][CH:24]=[CH:23][C:21]=3[N:22]=2)[CH:10]=[CH:11][C:12]=1[O:13][CH2:14][CH:15]([CH3:17])[CH3:16])#[N:6]. (2) Given the reactants [I-:1].[I-].[I-].[CH2:4]([N:7]([C:11]1[CH:12]=[CH:13][C:14]2[C:23]([CH:24]=1)=[S+:22][C:21]1[C:16](=[CH:17][CH:18]=[CH:19][CH:20]=1)[N:15]=2)[CH2:8][CH2:9][CH3:10])[CH2:5][CH3:6].[CH2:25]([N:28](C1C=CC2C(C=1)=[S+]C1C(=CC=CC=1)N=2)[CH2:29]CC)CC.C(N(C1C=CC2C(C=1)=[S+]C1C(=CC=CC=1)N=2)CCC)CC.C(NCC)C, predict the reaction product. The product is: [I-:1].[CH3:25][N:28]([C:19]1[CH:18]=[CH:17][C:16]2[C:21]([CH:20]=1)=[S+:22][C:23]1[C:14](=[CH:13][CH:12]=[C:11]([N:7]([CH2:8][CH2:9][CH3:10])[CH2:4][CH2:5][CH3:6])[CH:24]=1)[N:15]=2)[CH3:29].